This data is from Reaction yield outcomes from USPTO patents with 853,638 reactions. The task is: Predict the reaction yield, written as a fraction of the theoretical maximum amount of product (1.0 means a 100% yield; for example, 0.34 means a 34% yield). (1) The reactants are [N+:1]([C:4]1[CH:9]=[CH:8][C:7]([NH:10][S:11]([CH3:14])(=[O:13])=[O:12])=[CH:6][CH:5]=1)([O-])=O.[H][H]. The catalyst is [Pd].O1CCCC1. The product is [NH2:1][C:4]1[CH:9]=[CH:8][C:7]([NH:10][S:11]([CH3:14])(=[O:13])=[O:12])=[CH:6][CH:5]=1. The yield is 0.950. (2) The reactants are [OH:1][C:2]1[C:7](=[O:8])[CH:6]=[CH:5][N:4]([CH3:9])[C:3]=1[CH:10](O)[C:11]([F:14])([F:13])[F:12].[CH3:16][N:17]1[CH2:22][CH2:21][NH:20][CH2:19][CH2:18]1. No catalyst specified. The product is [OH:1][C:2]1[C:7](=[O:8])[CH:6]=[CH:5][N:4]([CH3:9])[C:3]=1[CH:10]([N:20]1[CH2:21][CH2:22][N:17]([CH3:16])[CH2:18][CH2:19]1)[C:11]([F:14])([F:13])[F:12]. The yield is 0.290. (3) The reactants are C1[O:23][C:4]2([CH2:9][CH2:8][C:7](O)([C:10]3[C:19]4[O:18][CH2:17][CH2:16][O:15][C:14]=4[C:13]([O:20][CH3:21])=[CH:12][CH:11]=3)[CH2:6][CH2:5]2)OC1.C[Si](C)(C)[O:26][C:27]1[CH2:32][CH2:31][CH2:30][CH2:29][CH:28]=1.C(=O)(O)[O-].[Na+]. The catalyst is ClCCl. The product is [C:27]1(=[O:26])[CH2:32][CH2:31][CH2:30][CH2:29][CH:28]1[C:7]1([C:10]2[C:19]3[O:18][CH2:17][CH2:16][O:15][C:14]=3[C:13]([O:20][CH3:21])=[CH:12][CH:11]=2)[CH2:8][CH2:9][C:4](=[O:23])[CH2:5][CH2:6]1. The yield is 0.330. (4) The reactants are [Cl:1][C:2]1[CH:3]=[CH:4][C:5]([C:12]#[C:13][Si](C)(C)C)=[C:6]([CH:11]=1)[C:7]([O:9][CH3:10])=[O:8].C([O-])([O-])=O.[K+].[K+]. The catalyst is CO. The product is [Cl:1][C:2]1[CH:3]=[CH:4][C:5]([C:12]#[CH:13])=[C:6]([CH:11]=1)[C:7]([O:9][CH3:10])=[O:8]. The yield is 0.552.